Dataset: NCI-60 drug combinations with 297,098 pairs across 59 cell lines. Task: Regression. Given two drug SMILES strings and cell line genomic features, predict the synergy score measuring deviation from expected non-interaction effect. (1) Cell line: NCI-H322M. Drug 1: C1CC(=O)NC(=O)C1N2CC3=C(C2=O)C=CC=C3N. Drug 2: CC=C1C(=O)NC(C(=O)OC2CC(=O)NC(C(=O)NC(CSSCCC=C2)C(=O)N1)C(C)C)C(C)C. Synergy scores: CSS=47.1, Synergy_ZIP=5.09, Synergy_Bliss=1.64, Synergy_Loewe=-22.4, Synergy_HSA=2.61. (2) Drug 1: CN1C2=C(C=C(C=C2)N(CCCl)CCCl)N=C1CCCC(=O)O.Cl. Drug 2: C1C(C(OC1N2C=NC(=NC2=O)N)CO)O. Cell line: U251. Synergy scores: CSS=0.0610, Synergy_ZIP=-1.46, Synergy_Bliss=-4.34, Synergy_Loewe=-1.98, Synergy_HSA=-2.72. (3) Drug 1: CC1=C(C=C(C=C1)NC2=NC=CC(=N2)N(C)C3=CC4=NN(C(=C4C=C3)C)C)S(=O)(=O)N.Cl. Drug 2: C1=CN(C=N1)CC(O)(P(=O)(O)O)P(=O)(O)O. Cell line: COLO 205. Synergy scores: CSS=0.121, Synergy_ZIP=6.48, Synergy_Bliss=6.98, Synergy_Loewe=-0.0950, Synergy_HSA=-0.917. (4) Drug 1: CC1CCC2CC(C(=CC=CC=CC(CC(C(=O)C(C(C(=CC(C(=O)CC(OC(=O)C3CCCCN3C(=O)C(=O)C1(O2)O)C(C)CC4CCC(C(C4)OC)O)C)C)O)OC)C)C)C)OC. Drug 2: CC1CCCC2(C(O2)CC(NC(=O)CC(C(C(=O)C(C1O)C)(C)C)O)C(=CC3=CSC(=N3)C)C)C. Cell line: OVCAR-8. Synergy scores: CSS=53.4, Synergy_ZIP=0.148, Synergy_Bliss=-1.03, Synergy_Loewe=-10.1, Synergy_HSA=0.872. (5) Drug 1: C(CC(=O)O)C(=O)CN.Cl. Drug 2: C1CN(P(=O)(OC1)NCCCl)CCCl. Cell line: SNB-19. Synergy scores: CSS=-2.64, Synergy_ZIP=-3.43, Synergy_Bliss=-4.60, Synergy_Loewe=-7.57, Synergy_HSA=-7.50.